This data is from Full USPTO retrosynthesis dataset with 1.9M reactions from patents (1976-2016). The task is: Predict the reactants needed to synthesize the given product. (1) The reactants are: [NH2:1][C:2]1[C:3]([F:10])=[CH:4][C:5]([F:9])=[C:6]([OH:8])[CH:7]=1.CC(C)([O-])C.[K+].[Cl:17][C:18]1[CH:19]=[N:20][CH:21]=[C:22](Cl)[CH:23]=1.C(=O)([O-])[O-].[K+].[K+]. Given the product [Cl:17][C:18]1[CH:23]=[C:22]([O:8][C:6]2[C:5]([F:9])=[CH:4][C:3]([F:10])=[C:2]([NH2:1])[CH:7]=2)[CH:21]=[N:20][CH:19]=1, predict the reactants needed to synthesize it. (2) Given the product [Cl:23][C:11]1[C:10]([C:13]([O:15][CH2:16][CH3:17])=[O:14])=[C:9]([CH2:18][CH3:19])[N:8]=[C:7]2[N:3]([CH2:1][CH3:2])[N:4]=[CH:5][C:6]=12, predict the reactants needed to synthesize it. The reactants are: [CH2:1]([N:3]1[C:7]2=[N:8][C:9]([CH2:18][CH3:19])=[C:10]([C:13]([O:15][CH2:16][CH3:17])=[O:14])[C:11](O)=[C:6]2[CH:5]=[N:4]1)[CH3:2].C(Cl)(=O)C([Cl:23])=O. (3) Given the product [ClH:43].[OH:4][C:5]1[CH:6]=[C:7]2[C:12](=[CH:13][CH:14]=1)[O:11][C@@H:10]([CH2:15][NH:16][CH2:17][CH2:18][CH2:19][CH2:20][N:21]1[C:25](=[O:26])[C:24]3[CH:27]=[CH:28][CH:29]=[CH:30][C:23]=3[S:22]1(=[O:32])=[O:31])[CH2:9][CH2:8]2, predict the reactants needed to synthesize it. The reactants are: C([O:4][C:5]1[CH:6]=[C:7]2[C:12](=[CH:13][CH:14]=1)[O:11][C@@H:10]([CH2:15][N:16](C(OCC1C=CC=CC=1)=O)[CH2:17][CH2:18][CH2:19][CH2:20][N:21]1[C:25](=[O:26])[C:24]3[CH:27]=[CH:28][CH:29]=[CH:30][C:23]=3[S:22]1(=[O:32])=[O:31])[CH2:9][CH2:8]2)(=O)C.[ClH:43]. (4) Given the product [ClH:1].[F:27][C:28]1([F:35])[CH2:33][CH2:32][CH:31]([NH:3][C@@H:4]2[CH2:6][C@H:5]2[C:7]2[CH:8]=[C:9]([CH:19]=[CH:20][CH:21]=2)[C:10]([NH:12][C:13]2[S:14][C:15]([CH3:18])=[N:16][N:17]=2)=[O:11])[CH2:30][CH2:29]1, predict the reactants needed to synthesize it. The reactants are: [ClH:1].Cl.[NH2:3][C@@H:4]1[CH2:6][C@H:5]1[C:7]1[CH:8]=[C:9]([CH:19]=[CH:20][CH:21]=1)[C:10]([NH:12][C:13]1[S:14][C:15]([CH3:18])=[N:16][N:17]=1)=[O:11].C(=O)([O-])O.[Na+].[F:27][C:28]1([F:35])[CH2:33][CH2:32][C:31](=O)[CH2:30][CH2:29]1. (5) Given the product [Cl:32][C:29]1[CH:28]=[CH:27][C:26]([CH2:25][C@H:24]([NH:23][CH2:16][C:49]([OH:53])=[O:52])[C:33]([NH:9][C:8]2[N:4]([CH:1]([CH3:3])[CH3:2])[N:5]=[C:6]([C:10]3[CH:15]=[CH:14][N:13]=[CH:12][CH:11]=3)[CH:7]=2)=[O:35])=[CH:31][CH:30]=1, predict the reactants needed to synthesize it. The reactants are: [CH:1]([N:4]1[C:8]([NH2:9])=[CH:7][C:6]([C:10]2[CH:15]=[CH:14][N:13]=[CH:12][CH:11]=2)=[N:5]1)([CH3:3])[CH3:2].[C:16]([NH:23][C@H:24]([C:33]([OH:35])=O)[CH2:25][C:26]1[CH:31]=[CH:30][C:29]([Cl:32])=[CH:28][CH:27]=1)(OC(C)(C)C)=O.CN1C(N)=CC(C2C=CN=CC=2)=N1.[C:49]([OH:53])(=[O:52])C=O. (6) Given the product [CH:17]([C:16]1[CH:15]=[C:14]([CH:13]=[C:12]([CH:20]([CH3:22])[CH3:21])[C:11]=1[O:10][C:7]1[CH:8]=[CH:9][C:4]([N+:1]([O-:3])=[O:2])=[C:5]([O:23][CH3:24])[CH:6]=1)[CH2:27][Cl:28])([CH3:19])[CH3:18], predict the reactants needed to synthesize it. The reactants are: [N+:1]([C:4]1[CH:9]=[CH:8][C:7]([O:10][C:11]2[C:16]([CH:17]([CH3:19])[CH3:18])=[CH:15][CH:14]=[CH:13][C:12]=2[CH:20]([CH3:22])[CH3:21])=[CH:6][C:5]=1[O:23][CH3:24])([O-:3])=[O:2].CO[CH2:27][Cl:28]. (7) Given the product [CH2:8]([O:10][C:11]1[C:14](=[O:15])[C:13](=[O:18])[C:12]=1[NH:1][C:2]1[CH:7]=[CH:6][N:5]=[CH:4][CH:3]=1)[CH3:9], predict the reactants needed to synthesize it. The reactants are: [NH2:1][C:2]1[CH:7]=[CH:6][N:5]=[CH:4][CH:3]=1.[CH2:8]([O:10][C:11]1[C:12](=O)[C:13](=[O:18])[C:14]=1[O:15]CC)[CH3:9]. (8) The reactants are: O=[C:2]1[CH2:7][CH2:6][N:5]([C:8]([O:10][C:11]([CH3:14])([CH3:13])[CH3:12])=[O:9])[CH2:4][CH2:3]1.N1CCCC1.[CH2:20]=[CH:21][C:22](=[O:25])[CH2:23][CH3:24].CCOC(C)=O. Given the product [CH3:20][C:21]1[C:22](=[O:25])[CH2:23][CH2:24][CH:7]2[C:2]=1[CH2:3][CH2:4][N:5]([C:8]([O:10][C:11]([CH3:14])([CH3:13])[CH3:12])=[O:9])[CH2:6]2, predict the reactants needed to synthesize it. (9) Given the product [CH3:1][C:2]1[CH:35]=[C:34]([O:36][CH2:37][CH2:38][CH2:39][N:51]2[CH:52]=[CH:53][C:49]([C:48]([F:55])([F:54])[F:47])=[N:50]2)[CH:33]=[CH:32][C:3]=1[CH2:4][CH2:5][C:6]1[CH:11]=[CH:10][CH:9]=[CH:8][C:7]=1[C:12]1[N:17]=[C:16]([N:18]2[C:22]([C:23]([F:25])([F:26])[F:24])=[C:21]([C:27]([OH:29])=[O:28])[CH:20]=[N:19]2)[CH:15]=[CH:14][CH:13]=1, predict the reactants needed to synthesize it. The reactants are: [CH3:1][C:2]1[CH:35]=[C:34]([O:36][CH2:37][CH2:38][CH2:39]OS(C)(=O)=O)[CH:33]=[CH:32][C:3]=1[CH2:4][CH2:5][C:6]1[CH:11]=[CH:10][CH:9]=[CH:8][C:7]=1[C:12]1[N:17]=[C:16]([N:18]2[C:22]([C:23]([F:26])([F:25])[F:24])=[C:21]([C:27]([O:29]CC)=[O:28])[CH:20]=[N:19]2)[CH:15]=[CH:14][CH:13]=1.[H-].[Na+].[F:47][C:48]([F:55])([F:54])[C:49]1[CH:53]=[CH:52][NH:51][N:50]=1.Cl.